From a dataset of NCI-60 drug combinations with 297,098 pairs across 59 cell lines. Regression. Given two drug SMILES strings and cell line genomic features, predict the synergy score measuring deviation from expected non-interaction effect. (1) Drug 1: CCC1(CC2CC(C3=C(CCN(C2)C1)C4=CC=CC=C4N3)(C5=C(C=C6C(=C5)C78CCN9C7C(C=CC9)(C(C(C8N6C=O)(C(=O)OC)O)OC(=O)C)CC)OC)C(=O)OC)O.OS(=O)(=O)O. Drug 2: CCCCCOC(=O)NC1=NC(=O)N(C=C1F)C2C(C(C(O2)C)O)O. Cell line: MCF7. Synergy scores: CSS=6.63, Synergy_ZIP=1.83, Synergy_Bliss=9.78, Synergy_Loewe=-3.38, Synergy_HSA=7.42. (2) Drug 1: C1=C(C(=O)NC(=O)N1)F. Drug 2: C1C(C(OC1N2C=NC3=C2NC=NCC3O)CO)O. Cell line: A549. Synergy scores: CSS=37.9, Synergy_ZIP=4.65, Synergy_Bliss=-0.758, Synergy_Loewe=-8.02, Synergy_HSA=0.292. (3) Drug 1: CC(C1=C(C=CC(=C1Cl)F)Cl)OC2=C(N=CC(=C2)C3=CN(N=C3)C4CCNCC4)N. Drug 2: CS(=O)(=O)CCNCC1=CC=C(O1)C2=CC3=C(C=C2)N=CN=C3NC4=CC(=C(C=C4)OCC5=CC(=CC=C5)F)Cl. Cell line: RXF 393. Synergy scores: CSS=-5.79, Synergy_ZIP=0.123, Synergy_Bliss=-4.70, Synergy_Loewe=-8.42, Synergy_HSA=-8.33.